From a dataset of Full USPTO retrosynthesis dataset with 1.9M reactions from patents (1976-2016). Predict the reactants needed to synthesize the given product. (1) Given the product [Br:1][C:2]1[CH:3]=[C:4]([NH:9][S:10]([C:13]2[CH:18]=[CH:17][C:16]([OH:19])=[CH:15][CH:14]=2)(=[O:12])=[O:11])[C:5]([Cl:8])=[N:6][CH:7]=1, predict the reactants needed to synthesize it. The reactants are: [Br:1][C:2]1[CH:3]=[C:4]([NH:9][S:10]([C:13]2[CH:18]=[CH:17][C:16]([O:19]C)=[CH:15][CH:14]=2)(=[O:12])=[O:11])[C:5]([Cl:8])=[N:6][CH:7]=1.B(Br)(Br)Br. (2) Given the product [F:1][C:2]1[CH:12]=[C:11]([F:13])[CH:10]=[CH:9][C:3]=1[CH:4]=[CH:5][C:6]([NH:14][CH:15]([C:17]1[CH:18]=[C:19]2[C:23](=[CH:24][CH:25]=1)[N:22]([C:26]([O:28][CH3:29])=[O:27])[CH2:21][CH2:20]2)[CH3:16])=[O:8], predict the reactants needed to synthesize it. The reactants are: [F:1][C:2]1[CH:12]=[C:11]([F:13])[CH:10]=[CH:9][C:3]=1[CH:4]=[CH:5][C:6]([OH:8])=O.[NH2:14][CH:15]([C:17]1[CH:18]=[C:19]2[C:23](=[CH:24][CH:25]=1)[N:22]([C:26]([O:28][CH3:29])=[O:27])[CH2:21][CH2:20]2)[CH3:16].CCN=C=NCCCN(C)C.Cl.C(N(CC)CC)C. (3) Given the product [Br:1][C:2]1[CH:3]=[CH:4][C:5]([N:12]2[CH2:16][CH2:15][CH2:14][CH:13]2[CH2:17][CH2:18][C:19]([O:21][CH3:22])=[O:20])=[C:6]([CH:7]=[O:8])[CH:9]=1, predict the reactants needed to synthesize it. The reactants are: [Br:1][C:2]1[CH:3]=[CH:4][C:5](F)=[C:6]([CH:9]=1)[CH:7]=[O:8].Cl.[NH:12]1[CH2:16][CH2:15][CH2:14][CH:13]1[CH2:17][CH2:18][C:19]([OH:21])=[O:20].[C:22](=O)([O-])[O-].[Na+].[Na+].Cl. (4) Given the product [CH:1]([C:4]1[CH:5]=[C:6]([CH:18]=[CH:19][CH:20]=1)[CH2:7][N:8]1[CH:13]=[CH:12][CH:11]=[C:10]([C:14]([NH:21][C@@H:22]([CH2:30][CH2:31][CH2:32][NH:33][C:34]([NH:36][S:37]([C:40]2[C:41]([CH3:54])=[C:42]3[C:47](=[C:48]([CH3:51])[C:49]=2[CH3:50])[O:46][C:45]([CH3:53])([CH3:52])[CH2:44][CH2:43]3)(=[O:38])=[O:39])=[NH:35])[C:23]([O:25][C:26]([CH3:27])([CH3:28])[CH3:29])=[O:24])=[O:16])[C:9]1=[O:17])([CH3:2])[CH3:3], predict the reactants needed to synthesize it. The reactants are: [CH:1]([C:4]1[CH:5]=[C:6]([CH:18]=[CH:19][CH:20]=1)[CH2:7][N:8]1[CH:13]=[CH:12][CH:11]=[C:10]([C:14]([OH:16])=O)[C:9]1=[O:17])([CH3:3])[CH3:2].[NH2:21][C@@H:22]([CH2:30][CH2:31][CH2:32][NH:33][C:34]([NH:36][S:37]([C:40]1[C:41]([CH3:54])=[C:42]2[C:47](=[C:48]([CH3:51])[C:49]=1[CH3:50])[O:46][C:45]([CH3:53])([CH3:52])[CH2:44][CH2:43]2)(=[O:39])=[O:38])=[NH:35])[C:23]([O:25][C:26]([CH3:29])([CH3:28])[CH3:27])=[O:24].CN(C(ON1N=NC2C=CC=CC1=2)=[N+](C)C)C.F[P-](F)(F)(F)(F)F.CCN(C(C)C)C(C)C. (5) Given the product [C:1]([O:5][C:6]([N:8]1[CH2:13][CH2:12][N:11]([C:14]2[C:19]([NH:20][CH2:21][CH3:22])=[CH:18][CH:17]=[CH:16][N:15]=2)[CH2:10][CH2:9]1)=[O:7])([CH3:4])([CH3:2])[CH3:3], predict the reactants needed to synthesize it. The reactants are: [C:1]([O:5][C:6]([N:8]1[CH2:13][CH2:12][N:11]([C:14]2[C:19]([NH2:20])=[CH:18][CH:17]=[CH:16][N:15]=2)[CH2:10][CH2:9]1)=[O:7])([CH3:4])([CH3:3])[CH3:2].[CH:21](=O)[CH3:22].CO.C([BH3-])#N.[Na+].